Dataset: Reaction yield outcomes from USPTO patents with 853,638 reactions. Task: Predict the reaction yield, written as a fraction of the theoretical maximum amount of product (1.0 means a 100% yield; for example, 0.34 means a 34% yield). (1) The reactants are [CH3:1][O:2][C:3]1[CH:4]=[C:5]2[C:9](=[CH:10][CH:11]=1)[NH:8][C:7](=[O:12])[C:6]2=[CH:13][C:14]1[CH:22]=[C:21]2[C:17]([C:18](/[CH:23]=[CH:24]/[C:25]3[CH:26]=[N:27][C:28]([N:31]4[CH2:36][CH2:35][N:34]([CH3:37])[CH2:33][CH2:32]4)=[CH:29][CH:30]=3)=[N:19][NH:20]2)=[CH:16][CH:15]=1.[CH3:38]CN(CC)CC.CCOCC.C(Cl)Cl. The catalyst is C(Cl)(Cl)Cl.CO. The product is [CH3:1][O:2][C:3]1[CH:4]=[C:5]2[C:9](=[CH:10][CH:11]=1)[NH:8][C:7](=[O:12])[C@:6]12[CH2:38][C@@H:13]1[C:14]1[CH:22]=[C:21]2[C:17]([C:18](/[CH:23]=[CH:24]/[C:25]3[CH:26]=[N:27][C:28]([N:31]4[CH2:36][CH2:35][N:34]([CH3:37])[CH2:33][CH2:32]4)=[CH:29][CH:30]=3)=[N:19][NH:20]2)=[CH:16][CH:15]=1. The yield is 0.0400. (2) The reactants are [Cl:1][C:2]1[CH:7]=[CH:6][C:5]([CH:8]2[CH2:14][CH2:13][CH2:12][CH2:11][N:10]([C:15]([C:17]3[CH:22]=[C:21](Cl)[N:20]=[N:19][CH:18]=3)=[O:16])[CH2:9]2)=[CH:4][CH:3]=1.[CH3:24][NH2:25]. The catalyst is C(O)CCC.CN1C(=O)CCC1. The product is [Cl:1][C:2]1[CH:7]=[CH:6][C:5]([CH:8]2[CH2:14][CH2:13][CH2:12][CH2:11][N:10]([C:15]([C:17]3[CH:22]=[C:21]([NH:25][CH3:24])[N:20]=[N:19][CH:18]=3)=[O:16])[CH2:9]2)=[CH:4][CH:3]=1. The yield is 0.590. (3) The reactants are [F:1][C:2]1[CH:7]=[C:6]([F:8])[CH:5]=[CH:4][C:3]=1[N:9]1[C:13]([C:14]2[S:23][C:22]3[C:21]4[N:24]=[C:25]([N:28]5[CH2:33][C@H:32]([CH3:34])[NH:31][C@H:30]([CH3:35])[CH2:29]5)[CH:26]=[CH:27][C:20]=4[O:19][CH2:18][CH2:17][C:16]=3[CH:15]=2)=[N:12][CH:11]=[N:10]1.Br[CH2:37][CH2:38]F.C(=O)([O-])[O-].[Cs+].[Cs+]. The catalyst is CN(C)C=O. The product is [F:1][C:2]1[CH:7]=[C:6]([F:8])[CH:5]=[CH:4][C:3]=1[N:9]1[C:13]([C:14]2[S:23][C:22]3[C:21]4[N:24]=[C:25]([N:28]5[CH2:33][C@H:32]([CH3:34])[N:31]([CH2:37][CH3:38])[C@H:30]([CH3:35])[CH2:29]5)[CH:26]=[CH:27][C:20]=4[O:19][CH2:18][CH2:17][C:16]=3[CH:15]=2)=[N:12][CH:11]=[N:10]1. The yield is 0.560. (4) The reactants are Br[C:2]1[CH:14]=[CH:13][C:5]2[O:6][C:7]3[CH:12]=[CH:11][CH:10]=[CH:9][C:8]=3[C:4]=2[CH:3]=1.C([Li])CCC.[B:20](OC)([O:23]C)[O:21]C.Cl. The catalyst is CCCCCC.C1(C)C=CC=CC=1.CCOCC. The product is [CH:3]1[C:4]2[C:8]3[CH:9]=[CH:10][CH:11]=[CH:12][C:7]=3[O:6][C:5]=2[CH:13]=[CH:14][C:2]=1[B:20]([OH:23])[OH:21]. The yield is 0.290. (5) The reactants are [CH3:1][NH2:2].O.Br[CH2:5][C:6]1[CH:15]=[CH:14][C:13]2[C:8](=[CH:9][CH:10]=[CH:11][CH:12]=2)[CH:7]=1. The catalyst is C1COCC1. The product is [CH3:1][NH:2][CH2:5][C:6]1[CH:15]=[CH:14][C:13]2[C:8](=[CH:9][CH:10]=[CH:11][CH:12]=2)[CH:7]=1. The yield is 0.540. (6) The reactants are Br[CH2:2][C:3]1[CH:18]=[CH:17][C:6]2[S:7][CH:8]=[C:9]([C:10]3[CH:15]=[CH:14][CH:13]=[CH:12][C:11]=3[CH3:16])[C:5]=2[CH:4]=1.[OH:19][C:20]1[N:25]=[CH:24][C:23]([C@@H:26]([C:33]#[C:34][CH3:35])[CH2:27][C:28]([O:30][CH2:31][CH3:32])=[O:29])=[CH:22][CH:21]=1.O. The catalyst is C1(C)C=CC=CC=1. The product is [CH3:16][C:11]1[CH:12]=[CH:13][CH:14]=[CH:15][C:10]=1[C:9]1[C:5]2[CH:4]=[C:3]([CH2:2][O:19][C:20]3[N:25]=[CH:24][C:23]([C@@H:26]([C:33]#[C:34][CH3:35])[CH2:27][C:28]([O:30][CH2:31][CH3:32])=[O:29])=[CH:22][CH:21]=3)[CH:18]=[CH:17][C:6]=2[S:7][CH:8]=1. The yield is 0.190. (7) The reactants are [F:1][C:2]([F:16])([F:15])[CH2:3][O:4][C:5]1[N:10]=[CH:9][C:8]([C:11](=O)[CH2:12][CH3:13])=[CH:7][CH:6]=1.[CH3:17][C:18]([S@:21]([NH2:23])=[O:22])([CH3:20])[CH3:19]. No catalyst specified. The product is [CH3:17][C:18]([S@:21]([NH:23][CH:11]([C:8]1[CH:9]=[N:10][C:5]([O:4][CH2:3][C:2]([F:16])([F:15])[F:1])=[CH:6][CH:7]=1)[CH2:12][CH3:13])=[O:22])([CH3:20])[CH3:19]. The yield is 0.500. (8) The reactants are [F:1][C:2]1[CH:3]=[C:4]2[C:9](=[CH:10][CH:11]=1)[O:8][C@H:7]([C@H:12]1[CH2:16][O:15]C(C)(C)[O:13]1)[CH2:6][CH2:5]2.O. The catalyst is C(O)(=O)C. The product is [F:1][C:2]1[CH:3]=[C:4]2[C:9](=[CH:10][CH:11]=1)[O:8][C@H:7]([C@H:12]([OH:13])[CH2:16][OH:15])[CH2:6][CH2:5]2. The yield is 0.430. (9) The product is [OH:19][C:20]1[CH:27]=[CH:26][C:23]([C:24]#[N:25])=[C:22]([CH3:28])[CH:21]=1. The catalyst is CN(C=O)C.O. The yield is 0.526. The reactants are C(S)CCCCCCCCC.CC([O-])(C)C.[K+].C[O:19][C:20]1[CH:27]=[CH:26][C:23]([C:24]#[N:25])=[C:22]([CH3:28])[CH:21]=1. (10) The reactants are [CH3:1][C:2]([CH3:45])([CH2:41][CH2:42][CH2:43][CH3:44])[C:3]([NH:5][CH2:6][C@@H:7]1[O:11]C(C)(C)[N:9](C(OC(C)(C)C)=O)[C@H:8]1[CH2:21][C@H:22]([CH2:26][C:27]1[CH:32]=[CH:31][C:30]([CH2:33][CH3:34])=[C:29]([O:35][CH2:36][CH2:37][CH2:38][O:39][CH3:40])[CH:28]=1)[CH:23]([CH3:25])[CH3:24])=[O:4].Cl. The catalyst is Cl.CO. The product is [CH3:40][O:39][CH2:38][CH2:37][CH2:36][O:35][C:29]1[CH:28]=[C:27]([CH:32]=[CH:31][C:30]=1[CH2:33][CH3:34])[CH2:26][C@H:22]([CH:23]([CH3:25])[CH3:24])[CH2:21][C@H:8]([NH2:9])[C@@H:7]([OH:11])[CH2:6][NH:5][C:3](=[O:4])[C:2]([CH3:1])([CH3:45])[CH2:41][CH2:42][CH2:43][CH3:44]. The yield is 0.567.